Dataset: Forward reaction prediction with 1.9M reactions from USPTO patents (1976-2016). Task: Predict the product of the given reaction. (1) The product is: [CH2:30]([O:37][C:38]1[CH:39]=[C:40]2[C:44](=[CH:45][CH:46]=1)[NH:43][N:42]=[C:41]2[NH:47][C:12](=[O:13])[C:11]1[CH:15]=[CH:16][C:8]([N:5]2[CH2:4][CH2:3][N:2]([CH3:1])[CH2:7][CH2:6]2)=[CH:9][C:10]=1[N:17]([CH:24]1[CH2:25][CH2:26][O:27][CH2:28][CH2:29]1)[C:18](=[O:23])[C:19]([F:20])([F:22])[F:21])[C:31]1[CH:36]=[CH:35][CH:34]=[CH:33][CH:32]=1. Given the reactants [CH3:1][N:2]1[CH2:7][CH2:6][N:5]([C:8]2[CH:16]=[CH:15][C:11]([C:12](Cl)=[O:13])=[C:10]([N:17]([CH:24]3[CH2:29][CH2:28][O:27][CH2:26][CH2:25]3)[C:18](=[O:23])[C:19]([F:22])([F:21])[F:20])[CH:9]=2)[CH2:4][CH2:3]1.[CH2:30]([O:37][C:38]1[CH:39]=[C:40]2[C:44](=[CH:45][CH:46]=1)[NH:43][N:42]=[C:41]2[NH2:47])[C:31]1[CH:36]=[CH:35][CH:34]=[CH:33][CH:32]=1, predict the reaction product. (2) Given the reactants Cl[C:2]1[N:11]=[C:10]([O:12][CH:13]2[CH2:18][CH2:17][C:16](=[O:19])[CH2:15][CH2:14]2)[C:9]2[C:4](=[N:5][CH:6]=[CH:7][N:8]=2)[CH:3]=1.C([O-])([O-])=O.[Cs+].[Cs+].CC1(C)C(C)(C)OB([C:34]2[CH:39]=[CH:38][C:37]([N:40]3[CH2:45][CH2:44][O:43][CH2:42][CH2:41]3)=[CH:36][CH:35]=2)O1, predict the reaction product. The product is: [O:43]1[CH2:44][CH2:45][N:40]([C:37]2[CH:38]=[CH:39][C:34]([C:2]3[N:11]=[C:10]([O:12][CH:13]4[CH2:18][CH2:17][C:16](=[O:19])[CH2:15][CH2:14]4)[C:9]4[C:4](=[N:5][CH:6]=[CH:7][N:8]=4)[CH:3]=3)=[CH:35][CH:36]=2)[CH2:41][CH2:42]1. (3) Given the reactants Br[CH2:2][CH2:3][CH2:4][CH2:5][N:6]1[C:14]([O:15]C)=[N:13][C:12]2[C:7]1=[N:8][C:9]([O:18][CH2:19][CH2:20][CH2:21][CH3:22])=[N:10][C:11]=2[NH2:17].[NH2:23][CH2:24][CH2:25][CH2:26][N:27]1[CH2:31][CH2:30][CH2:29][C:28]1=[O:32].C(=O)([O-])[O-].[K+].[K+].Br[CH2:40][C:41]1[CH:42]=[C:43]([CH2:47][C:48]([O:50][CH3:51])=[O:49])[CH:44]=[CH:45][CH:46]=1, predict the reaction product. The product is: [NH2:17][C:11]1[N:10]=[C:9]([O:18][CH2:19][CH2:20][CH2:21][CH3:22])[N:8]=[C:7]2[C:12]=1[NH:13][C:14](=[O:15])[N:6]2[CH2:5][CH2:4][CH2:3][CH2:2][N:23]([CH2:40][C:41]1[CH:42]=[C:43]([CH2:47][C:48]([O:50][CH3:51])=[O:49])[CH:44]=[CH:45][CH:46]=1)[CH2:24][CH2:25][CH2:26][N:27]1[CH2:31][CH2:30][CH2:29][C:28]1=[O:32]. (4) Given the reactants [NH2:1][C:2]1[CH:7]=[CH:6][CH:5]=[CH:4][C:3]=1[C:8]1[NH:9][C:10]2[C:15]([CH:16]=1)=[CH:14][CH:13]=[CH:12][CH:11]=2.[OH:17][C:18]1[CH:28]=[CH:27][C:21]([O:22][CH2:23][C:24](O)=[O:25])=[CH:20][CH:19]=1, predict the reaction product. The product is: [OH:17][C:18]1[CH:19]=[CH:20][C:21]([O:22][CH2:23][C:24]([NH:1][C:2]2[CH:7]=[CH:6][CH:5]=[CH:4][C:3]=2[C:8]2[NH:9][C:10]3[C:15]([CH:16]=2)=[CH:14][CH:13]=[CH:12][CH:11]=3)=[O:25])=[CH:27][CH:28]=1. (5) Given the reactants [CH3:1][C:2]1[CH:7]=[C:6]([CH3:8])[CH:5]=[CH:4][C:3]=1[N:9]1[CH2:14][CH2:13][N:12]([C:15]([C:17]2[CH:22]=[CH:21][C:20]([NH:23][S:24]([CH3:27])(=[O:26])=[O:25])=[CH:19][CH:18]=2)=[O:16])[CH2:11][CH2:10]1.[CH3:28]I, predict the reaction product. The product is: [CH3:1][C:2]1[CH:7]=[C:6]([CH3:8])[CH:5]=[CH:4][C:3]=1[N:9]1[CH2:14][CH2:13][N:12]([C:15]([C:17]2[CH:22]=[CH:21][C:20]([N:23]([CH3:28])[S:24]([CH3:27])(=[O:26])=[O:25])=[CH:19][CH:18]=2)=[O:16])[CH2:11][CH2:10]1. (6) Given the reactants Cl.[CH3:2][C:3]1[CH:4]=[C:5]([CH:43]=[CH:44][CH:45]=1)[CH2:6][N:7]1[CH:11]=[C:10]([C:12]2[C:20]3[C:15](=[N:16][CH:17]=[C:18]([C:21]4[CH:22]=[N:23][C:24]([N:27]5[CH2:32][CH2:31][NH:30][CH2:29][CH2:28]5)=[CH:25][CH:26]=4)[CH:19]=3)[N:14]([S:33]([C:36]3[CH:42]=[CH:41][C:39]([CH3:40])=[CH:38][CH:37]=3)(=[O:35])=[O:34])[CH:13]=2)[CH:9]=[N:8]1.[CH3:46][C@H:47]1[CH2:49][O:48]1.CCN(C(C)C)C(C)C, predict the reaction product. The product is: [CH3:2][C:3]1[CH:4]=[C:5]([CH:43]=[CH:44][CH:45]=1)[CH2:6][N:7]1[CH:11]=[C:10]([C:12]2[C:20]3[C:15](=[N:16][CH:17]=[C:18]([C:21]4[CH:26]=[CH:25][C:24]([N:27]5[CH2:32][CH2:31][N:30]([CH2:46][C@@H:47]([OH:48])[CH3:49])[CH2:29][CH2:28]5)=[N:23][CH:22]=4)[CH:19]=3)[N:14]([S:33]([C:36]3[CH:42]=[CH:41][C:39]([CH3:40])=[CH:38][CH:37]=3)(=[O:35])=[O:34])[CH:13]=2)[CH:9]=[N:8]1.